From a dataset of Forward reaction prediction with 1.9M reactions from USPTO patents (1976-2016). Predict the product of the given reaction. (1) Given the reactants [NH2:1][C:2]1[C:10]2[C:5](=[CH:6][CH:7]=[CH:8][C:9]=2[C:11]2[CH:16]=[CH:15][C:14]([CH2:17][C:18](O)=[O:19])=[CH:13][CH:12]=2)[NH:4][N:3]=1.C(N(C(C)C)CC)(C)C.CN(C(O[N:38]1N=N[C:40]2[CH:41]=[CH:42][CH:43]=[CH:44][C:39]1=2)=[N+](C)C)C.[B-](F)(F)(F)F.NC1C=CC=CC=1, predict the reaction product. The product is: [NH2:1][C:2]1[C:10]2[C:5](=[CH:6][CH:7]=[CH:8][C:9]=2[C:11]2[CH:12]=[CH:13][C:14]([CH2:17][C:18]([NH:38][C:39]3[CH:44]=[CH:43][CH:42]=[CH:41][CH:40]=3)=[O:19])=[CH:15][CH:16]=2)[NH:4][N:3]=1. (2) Given the reactants [CH3:1][C:2]1[CH:7]([OH:8])[CH2:6][CH2:5][C:4]([CH3:10])([CH3:9])[C:3]=1/[CH:11]=[CH:12]/[C:13](/[CH3:23])=[CH:14]\[CH:15]=[CH:16]\[C:17](\[CH3:22])=[CH:18]\[C:19]([OH:21])=[O:20].CC(OI1(OC(C)=O)(OC(C)=O)OC(=O)C2C=CC=CC1=2)=O.C([O-])(O)=O.[Na+].[O-]S([O-])=O.[Na+].[Na+], predict the reaction product. The product is: [CH3:1][C:2]1[C:7](=[O:8])[CH2:6][CH2:5][C:4]([CH3:9])([CH3:10])[C:3]=1/[CH:11]=[CH:12]/[C:13](/[CH3:23])=[CH:14]\[CH:15]=[CH:16]\[C:17](\[CH3:22])=[CH:18]\[C:19]([OH:21])=[O:20]. (3) Given the reactants C[C@@:2]1([C:27]([O-:29])=[O:28])[CH2:6][C@@H:5]([O:7][C:8]([N:10]2[CH2:18][C:17]3[C:12](=[CH:13][CH:14]=[CH:15][C:16]=3Br)[CH2:11]2)=[O:9])[CH2:4][N:3]1[C:20]([O:22][C:23]([CH3:26])([CH3:25])[CH3:24])=[O:21].[CH3:30][C:31]([CH3:46])([CH3:45])[C@@H:32]([C:42]([OH:44])=[O:43])[NH:33][C:34]([O:36][CH2:37][CH2:38][CH2:39][C:40]#[CH:41])=[O:35].[C:47]([O-])(O)=O.[Na+].CCOC(C)=O, predict the reaction product. The product is: [C:23]([O:22][C:20]([N:3]1[C@H:2]([C:27]([O:29][CH3:47])=[O:28])[CH2:6][C@@H:5]([O:7][C:8]([N:10]2[CH2:18][C:17]3[C:12](=[CH:13][CH:14]=[CH:15][C:16]=3[C:41]#[C:40][CH2:39][CH2:38][CH2:37][O:36][C:34]([NH:33][C@H:32]([C:42]([OH:44])=[O:43])[C:31]([CH3:46])([CH3:45])[CH3:30])=[O:35])[CH2:11]2)=[O:9])[CH2:4]1)=[O:21])([CH3:25])([CH3:24])[CH3:26]. (4) Given the reactants C(OC([NH:8][C@H:9]([CH2:31][C:32]1[CH:37]=[CH:36][CH:35]=[CH:34][CH:33]=1)[CH2:10][N:11]([CH2:14][C@@H:15]([NH:23][C:24]([O:26][C:27](C)(C)[CH3:28])=[O:25])[CH2:16][C:17]1[CH:22]=[CH:21][CH:20]=[CH:19][CH:18]=1)[CH2:12][CH3:13])=O)(C)(C)C.FC(F)(F)C(O)=O.[C:45](=[O:63])([O:56][CH2:57][C:58]1[S:62][CH:61]=[N:60][CH:59]=1)OC1C=CC([N+]([O-])=O)=CC=1, predict the reaction product. The product is: [CH2:12]([N:11]([CH2:10][C@H:9]([NH:8][C:45]([O:56][CH2:57][C:58]1[S:62][CH:61]=[N:60][CH:59]=1)=[O:63])[CH2:31][C:32]1[CH:33]=[CH:34][CH:35]=[CH:36][CH:37]=1)[CH2:14][C@@H:15]([NH:23][C:24]([O:26][CH2:27][C:28]1[S:62][CH:61]=[N:60][CH:59]=1)=[O:25])[CH2:16][C:17]1[CH:22]=[CH:21][CH:20]=[CH:19][CH:18]=1)[CH3:13]. (5) The product is: [CH3:1][O:2][C:3]1[CH:4]=[C:5](/[CH:6]=[CH:18]/[C:19]#[N:20])[CH:8]=[CH:9][C:10]=1[O:11][CH3:12]. Given the reactants [CH3:1][O:2][C:3]1[CH:4]=[C:5]([CH:8]=[CH:9][C:10]=1[O:11][CH3:12])[CH:6]=O.CCOP(OCC)([CH2:18][C:19]#[N:20])=O.CC(C)([O-])C.[K+].O, predict the reaction product.